This data is from Reaction yield outcomes from USPTO patents with 853,638 reactions. The task is: Predict the reaction yield, written as a fraction of the theoretical maximum amount of product (1.0 means a 100% yield; for example, 0.34 means a 34% yield). (1) The reactants are [NH2:1][C:2]1[N:3]=[CH:4][C:5]2[S:10][C:9](=[O:11])[N:8]([C@@H:12]3[O:24][C@H:23]([CH2:25][O:26][Si](C(C)(C)C)(C)C)[C@@H:18]([O:19][C:20](=[O:22])[CH3:21])[C@H:13]3[O:14][C:15](=[O:17])[CH3:16])[C:6]=2[N:7]=1.N1C=CC=CC=1. The catalyst is C1COCC1. The product is [NH2:1][C:2]1[N:3]=[CH:4][C:5]2[S:10][C:9](=[O:11])[N:8]([C@@H:12]3[O:24][C@H:23]([CH2:25][OH:26])[C@@H:18]([O:19][C:20](=[O:22])[CH3:21])[C@H:13]3[O:14][C:15](=[O:17])[CH3:16])[C:6]=2[N:7]=1. The yield is 1.00. (2) The reactants are C[O:2][C:3](=[O:40])[C:4]1[CH:9]=[CH:8][CH:7]=[CH:6][C:5]=1[NH:10]C(=O)C1C=CC=CC=1NC(=O)C1C=CC=CC=1NC(=O)C1C=CC=CC=1[N+]([O-])=O.COC(=O)C1C=CC=CC=1NC(=O)C1C=CC=CC=1NC(=O)C1C=CC=CC=1N.[N+](C1C=CC=CC=1C(Cl)=O)([O-])=O.N1C=CC=CC=1. The catalyst is C(Cl)Cl.CN(C=O)C. The product is [NH2:10][C:5]1[CH:6]=[CH:7][CH:8]=[CH:9][C:4]=1[C:3]([OH:40])=[O:2]. The yield is 0.780. (3) The reactants are Br[CH2:2][C:3]([CH:5]1[CH2:10][CH2:9][CH2:8][CH2:7][CH2:6]1)=O.[C:11]([CH2:13][C:14]([NH2:16])=[S:15])#[N:12]. No catalyst specified. The product is [CH:5]1([C:3]2[N:16]=[C:14]([CH2:13][C:11]#[N:12])[S:15][CH:2]=2)[CH2:10][CH2:9][CH2:8][CH2:7][CH2:6]1. The yield is 0.800. (4) The reactants are [CH:1]1([CH2:6][CH:7]([N:11]2[C:16](=[O:17])[CH:15]=[C:14]([O:18][C:19]3[CH:24]=[CH:23][CH:22]=[CH:21][C:20]=3[S:25]([CH3:28])(=[O:27])=[O:26])[CH:13]=[N:12]2)[C:8]([OH:10])=O)[CH2:5][CH2:4][CH2:3][CH2:2]1.[NH2:29][C:30]1[CH:34]=[CH:33][N:32]([CH2:35][C:36]([CH3:39])([OH:38])[CH3:37])[N:31]=1. The yield is 0.540. No catalyst specified. The product is [CH:1]1([CH2:6][CH:7]([N:11]2[C:16](=[O:17])[CH:15]=[C:14]([O:18][C:19]3[CH:24]=[CH:23][CH:22]=[CH:21][C:20]=3[S:25]([CH3:28])(=[O:27])=[O:26])[CH:13]=[N:12]2)[C:8]([NH:29][C:30]2[CH:34]=[CH:33][N:32]([CH2:35][C:36]([OH:38])([CH3:37])[CH3:39])[N:31]=2)=[O:10])[CH2:2][CH2:3][CH2:4][CH2:5]1. (5) The yield is 0.210. The reactants are [OH:1][C:2]1[CH:3]=[C:4]([CH:9]=[C:10]([OH:12])[CH:11]=1)[C:5]([O:7][CH3:8])=[O:6].C(=O)([O-])[O-].[K+].[K+].[CH2:19](Br)[C:20]1[CH:25]=[CH:24][CH:23]=[CH:22][CH:21]=1. The catalyst is CN(C=O)C. The product is [OH:1][C:2]1[CH:3]=[C:4]([CH:9]=[C:10]([O:12][CH2:19][C:20]2[CH:25]=[CH:24][CH:23]=[CH:22][CH:21]=2)[CH:11]=1)[C:5]([O:7][CH3:8])=[O:6]. (6) The reactants are Br[C:2]1[N:7]=[N:6][C:5]([NH2:8])=[N:4][C:3]=1[C:9]1[CH:14]=[CH:13][CH:12]=[CH:11][CH:10]=1.[CH3:15][O:16][C:17]1[CH:22]=[CH:21][C:20]([OH:23])=[CH:19][CH:18]=1. No catalyst specified. The product is [CH3:15][O:16][C:17]1[CH:22]=[CH:21][C:20]([O:23][C:2]2[N:7]=[N:6][C:5]([NH2:8])=[N:4][C:3]=2[C:9]2[CH:14]=[CH:13][CH:12]=[CH:11][CH:10]=2)=[CH:19][CH:18]=1. The yield is 0.130. (7) The reactants are Br[C:2]1[CH:20]=[CH:19][C:5]([C:6]([NH:8][CH:9]2[C:14]([CH3:16])([CH3:15])[C@H:13]3[CH2:17][C@:10]2([CH3:18])[CH2:11][CH2:12]3)=[O:7])=[CH:4][C:3]=1[S:21]([N:24]1[CH2:29][CH2:28][O:27][CH2:26][CH2:25]1)(=[O:23])=[O:22].CO.C1C=CC(P(C2C=CC3C(=CC=CC=3)C=2C2C3C(=CC=CC=3)C=CC=2P(C2C=CC=CC=2)C2C=CC=CC=2)C2C=CC=CC=2)=CC=1.C[C:79](C)([O-:81])C.[K+]. The catalyst is C1C=CC(/C=C/C(/C=C/C2C=CC=CC=2)=O)=CC=1.C1C=CC(/C=C/C(/C=C/C2C=CC=CC=2)=O)=CC=1.[Pd]. The product is [CH3:79][O:81][C:2]1[CH:20]=[CH:19][C:5]([C:6]([NH:8][CH:9]2[C:14]([CH3:16])([CH3:15])[C@H:13]3[CH2:17][C@:10]2([CH3:18])[CH2:11][CH2:12]3)=[O:7])=[CH:4][C:3]=1[S:21]([N:24]1[CH2:29][CH2:28][O:27][CH2:26][CH2:25]1)(=[O:23])=[O:22]. The yield is 0.200. (8) The reactants are C([C:5]1[N:27](C(N)=O)[C:8]2=[C:9](Cl)[N:10]=[C:11]([NH2:25])[C:12]([O:13][C@@H:14]([C:16]3[C:21]([Cl:22])=[CH:20][CH:19]=[C:18]([F:23])[C:17]=3[Cl:24])[CH3:15])=[C:7]2[CH:6]=1)(C)(C)C.Cl.C(=O)(O)[O-].[Na+]. The catalyst is O1CCOCC1.[Zn]. The product is [Cl:24][C:17]1[C:18]([F:23])=[CH:19][CH:20]=[C:21]([Cl:22])[C:16]=1[C@H:14]([O:13][C:12]1[C:11]([NH2:25])=[N:10][CH:9]=[C:8]2[NH:27][CH:5]=[CH:6][C:7]=12)[CH3:15]. The yield is 0.550. (9) The reactants are [CH:1]1([CH:4]([C:18]2[CH:23]=[CH:22][CH:21]=[CH:20][C:19]=2[O:24][CH3:25])[NH:5][C:6]([C:8]2[CH:9]=[C:10]3[C:14](=[CH:15][CH:16]=2)[NH:13][N:12]=[C:11]3I)=[O:7])[CH2:3][CH2:2]1.[CH3:26][N:27]1[CH2:32][CH2:31][CH:30]([O:33][C:34]2[CH:39]=[CH:38][C:37](B3OC(C)(C)C(C)(C)O3)=[CH:36][CH:35]=2)[CH2:29][CH2:28]1.C([O-])([O-])=O.[Na+].[Na+]. The catalyst is CCO.C1C=CC([P]([Pd]([P](C2C=CC=CC=2)(C2C=CC=CC=2)C2C=CC=CC=2)([P](C2C=CC=CC=2)(C2C=CC=CC=2)C2C=CC=CC=2)[P](C2C=CC=CC=2)(C2C=CC=CC=2)C2C=CC=CC=2)(C2C=CC=CC=2)C2C=CC=CC=2)=CC=1. The product is [CH:1]1([CH:4]([C:18]2[CH:23]=[CH:22][CH:21]=[CH:20][C:19]=2[O:24][CH3:25])[NH:5][C:6]([C:8]2[CH:9]=[C:10]3[C:14](=[CH:15][CH:16]=2)[NH:13][N:12]=[C:11]3[C:37]2[CH:38]=[CH:39][C:34]([O:33][CH:30]3[CH2:29][CH2:28][N:27]([CH3:26])[CH2:32][CH2:31]3)=[CH:35][CH:36]=2)=[O:7])[CH2:3][CH2:2]1. The yield is 0.260. (10) The product is [Br:1][C:2]1[S:6][C:5]([C:7]([NH2:12])=[O:9])=[CH:4][CH:3]=1. The catalyst is CN(C=O)C. The reactants are [Br:1][C:2]1[S:6][C:5]([C:7]([OH:9])=O)=[CH:4][CH:3]=1.O.O[N:12]1C2C=CC=CC=2N=N1.C(N=C=NCCCN(C)C)C.N. The yield is 0.840.